Dataset: Full USPTO retrosynthesis dataset with 1.9M reactions from patents (1976-2016). Task: Predict the reactants needed to synthesize the given product. (1) Given the product [CH3:1][O:2][C:3](=[O:41])[CH2:4][CH2:5][NH:6][C:7]([C:9]1[S:10][C:11]([C:14]([CH2:18][O:19][C:20]2[CH:25]=[C:24]([CH3:26])[C:23]([C:27]3[CH:28]=[CH:29][C:30]([C:33]([F:36])([F:34])[F:35])=[CH:31][CH:32]=3)=[C:22]([CH3:37])[CH:21]=2)([CH2:15][CH2:16][CH3:17])[CH2:38][CH2:39][CH3:40])=[CH:12][CH:13]=1)=[O:8], predict the reactants needed to synthesize it. The reactants are: [CH3:1][O:2][C:3](=[O:41])[CH2:4][CH2:5][NH:6][C:7]([C:9]1[S:10][C:11]([C:14]([CH2:38][CH:39]=[CH2:40])([CH2:18][O:19][C:20]2[CH:25]=[C:24]([CH3:26])[C:23]([C:27]3[CH:32]=[CH:31][C:30]([C:33]([F:36])([F:35])[F:34])=[CH:29][CH:28]=3)=[C:22]([CH3:37])[CH:21]=2)[CH2:15][CH:16]=[CH2:17])=[CH:12][CH:13]=1)=[O:8]. (2) Given the product [Cl:1][C:2]1[CH:38]=[CH:37][C:36]([C:39]([F:41])([F:40])[F:42])=[CH:35][C:3]=1[CH2:4][O:5][CH2:6][CH:7]1[CH2:34][CH2:33][C:10]2[NH:11][CH:12]=[N:13][C:9]=2[CH2:8]1, predict the reactants needed to synthesize it. The reactants are: [Cl:1][C:2]1[CH:38]=[CH:37][C:36]([C:39]([F:42])([F:41])[F:40])=[CH:35][C:3]=1[CH2:4][O:5][CH2:6][CH:7]1[CH2:34][CH2:33][C:10]2[N:11](C(C3C=CC=CC=3)(C3C=CC=CC=3)C3C=CC=CC=3)[CH:12]=[N:13][C:9]=2[CH2:8]1.ClC1C=CC(C(F)(F)F)=CC=1COCC1CCC2N=CN(C(C3C=CC=CC=3)(C3C=CC=CC=3)C3C=CC=CC=3)C=2C1. (3) The reactants are: [CH:1]([C:4]1[CH:9]=[CH:8][CH:7]=[CH:6][C:5]=1[C:10]1[CH:15]=[CH:14][CH:13]=[CH:12][C:11]=1[CH2:16]O)([CH3:3])[CH3:2].S(Cl)([Cl:20])=O. Given the product [Cl:20][CH2:16][C:11]1[CH:12]=[CH:13][CH:14]=[CH:15][C:10]=1[C:5]1[CH:6]=[CH:7][CH:8]=[CH:9][C:4]=1[CH:1]([CH3:3])[CH3:2], predict the reactants needed to synthesize it. (4) Given the product [Br:23][C:24]1[N:25]=[CH:26][C:27]([CH2:30][NH:1][C:2]2[CH:20]=[CH:19][CH:18]=[CH:17][C:3]=2[C:4]([NH:6][C:7]2[N:8]=[CH:9][C:10]3[C:15]([CH:16]=2)=[CH:14][CH:13]=[CH:12][CH:11]=3)=[O:5])=[CH:28][CH:29]=1, predict the reactants needed to synthesize it. The reactants are: [NH2:1][C:2]1[CH:20]=[CH:19][CH:18]=[CH:17][C:3]=1[C:4]([NH:6][C:7]1[N:8]=[CH:9][C:10]2[C:15]([CH:16]=1)=[CH:14][CH:13]=[CH:12][CH:11]=2)=[O:5].CO.[Br:23][C:24]1[CH:29]=[CH:28][C:27]([CH:30]=O)=[CH:26][N:25]=1.C([BH3-])#N.[Na+]. (5) Given the product [F:1][C:2]1[C:7]([NH:29][C@H:27]([C:24]2[N:25]=[CH:26][C:21]([F:20])=[CH:22][N:23]=2)[CH3:28])=[N:6][C:5]([NH:9][C:10]2[CH:14]=[C:13]([CH3:15])[NH:12][N:11]=2)=[C:4]([N+:16]([O-:18])=[O:17])[CH:3]=1, predict the reactants needed to synthesize it. The reactants are: [F:1][C:2]1[CH:3]=[C:4]([N+:16]([O-:18])=[O:17])[C:5]([NH:9][C:10]2[CH:14]=[C:13]([CH3:15])[NH:12][N:11]=2)=[N:6][C:7]=1F.Cl.[F:20][C:21]1[CH:22]=[N:23][C:24]([C@@H:27]([NH2:29])[CH3:28])=[N:25][CH:26]=1.CCN(C(C)C)C(C)C. (6) Given the product [OH:4][CH:1]1[O:5][CH2:15][CH2:14][N:13]([CH2:12][C:11]2[CH:17]=[CH:18][C:8]([C:7]([F:6])([F:19])[F:20])=[CH:9][CH:10]=2)[C:2]1=[O:3], predict the reactants needed to synthesize it. The reactants are: [C:1]([OH:5])(=[O:4])[CH:2]=[O:3].[F:6][C:7]([F:20])([F:19])[C:8]1[CH:18]=[CH:17][C:11]([CH2:12][NH:13][CH2:14][CH2:15]O)=[CH:10][CH:9]=1.O. (7) Given the product [Cl:11][C:4]1[N:3]=[C:2]([F:1])[N:10]=[C:9]2[C:5]=1[N:6]=[CH:7][N:8]2[CH:18]([CH3:20])[CH3:19], predict the reactants needed to synthesize it. The reactants are: [F:1][C:2]1[N:10]=[C:9]2[C:5]([NH:6][CH:7]=[N:8]2)=[C:4]([Cl:11])[N:3]=1.C(=O)([O-])[O-].[K+].[K+].[CH:18](I)([CH3:20])[CH3:19].